This data is from Full USPTO retrosynthesis dataset with 1.9M reactions from patents (1976-2016). The task is: Predict the reactants needed to synthesize the given product. (1) The reactants are: [CH:1]1([NH:4][CH3:5])[CH2:3][CH2:2]1.FC(F)(F)S([O-])(=O)=O.[N:14]1([S:19](N2C=C[NH+](C)C2)(=[O:21])=[O:20])[CH:18]=[CH:17][N:16]=[CH:15]1. Given the product [CH:1]1([N:4]([CH3:5])[S:19]([N:14]2[CH:18]=[CH:17][N:16]=[CH:15]2)(=[O:21])=[O:20])[CH2:3][CH2:2]1, predict the reactants needed to synthesize it. (2) Given the product [NH2:2][C:1]1[S:43][CH:22]=[C:21]([C:13]2[CH:12]=[C:11]([O:10][CH3:9])[C:16]([O:17][CH3:18])=[C:15]([O:19][CH3:20])[CH:14]=2)[C:3]=1[C:4]([O:6][CH2:7][CH3:8])=[O:5], predict the reactants needed to synthesize it. The reactants are: [C:1]([CH2:3][C:4]([O:6][CH2:7][CH3:8])=[O:5])#[N:2].[CH3:9][O:10][C:11]1[CH:12]=[C:13]([C:21](=O)[CH3:22])[CH:14]=[C:15]([O:19][CH3:20])[C:16]=1[O:17][CH3:18].N1CCOCC1.BrC1C=CC2OC(C(NC3[S:43]C=C(C4C=CC(Cl)=CC=4)C=3C(O)=O)=O)=NC=2C=1. (3) Given the product [NH2:49][C:13](=[O:14])[C@@H:12]([NH:11][C:9](=[O:10])[C:8]1[CH:43]=[CH:44][C:5]([C:1]([CH3:2])([CH3:3])[CH3:4])=[CH:6][CH:7]=1)[CH2:16][C:17]1[CH:18]=[CH:19][C:20]([C:23]2[N:24]=[CH:25][C:26]([C:29]3[CH:30]=[CH:31][C:32]([O:35][CH2:36][CH2:37][CH2:38][CH2:39][CH2:40][CH2:41][CH3:42])=[CH:33][CH:34]=3)=[CH:27][N:28]=2)=[CH:21][CH:22]=1, predict the reactants needed to synthesize it. The reactants are: [C:1]([C:5]1[CH:44]=[CH:43][C:8]([C:9]([NH:11][C@@H:12]([CH2:16][C:17]2[CH:22]=[CH:21][C:20]([C:23]3[N:28]=[CH:27][C:26]([C:29]4[CH:34]=[CH:33][C:32]([O:35][CH2:36][CH2:37][CH2:38][CH2:39][CH2:40][CH2:41][CH3:42])=[CH:31][CH:30]=4)=[CH:25][N:24]=3)=[CH:19][CH:18]=2)[C:13](O)=[O:14])=[O:10])=[CH:7][CH:6]=1)([CH3:4])([CH3:3])[CH3:2].[NH4+].[Cl-].CC[N:49](C(C)C)C(C)C.CN(C(ON1N=NC2C=CC=NC1=2)=[N+](C)C)C.F[P-](F)(F)(F)(F)F.